This data is from Reaction yield outcomes from USPTO patents with 853,638 reactions. The task is: Predict the reaction yield, written as a fraction of the theoretical maximum amount of product (1.0 means a 100% yield; for example, 0.34 means a 34% yield). (1) The reactants are [CH:1]1([NH:4][CH:5]([C:7]2[CH:12]=[CH:11][CH:10]=[CH:9][N:8]=2)[CH3:6])[CH2:3][CH2:2]1.[CH2:13]([C:15]1[C:20](=[O:21])[NH:19][C:18]([CH3:22])=[C:17]([C:23]2[S:27][C:26]([S:28](Cl)(=[O:30])=[O:29])=[CH:25][CH:24]=2)[CH:16]=1)[CH3:14]. The catalyst is ClCCl. The product is [CH:1]1([N:4]([CH:5]([C:7]2[CH:12]=[CH:11][CH:10]=[CH:9][N:8]=2)[CH3:6])[S:28]([C:26]2[S:27][C:23]([C:17]3[CH:16]=[C:15]([CH2:13][CH3:14])[C:20](=[O:21])[NH:19][C:18]=3[CH3:22])=[CH:24][CH:25]=2)(=[O:29])=[O:30])[CH2:3][CH2:2]1. The yield is 0.430. (2) The reactants are [CH3:1][C:2]1[CH:7]=[C:6]([CH3:8])[N:5]=[C:4]([NH2:9])[N:3]=1.[NH2:10]O.[CH3:12][C:13]1[CH:18]=[C:17]([CH3:19])[CH:16]=[C:15]([CH3:20])[C:14]=1[S:21]([O-:24])(=[O:23])=[O:22]. The catalyst is C(Cl)Cl. The product is [CH3:20][C:15]1[CH:16]=[C:17]([CH3:19])[CH:18]=[C:13]([CH3:12])[C:14]=1[S:21]([O-:24])(=[O:23])=[O:22].[NH2:10][N:3]1[C:2]([CH3:1])=[CH:7][C:6]([CH3:8])=[N:5][C:4]1=[NH2+:9]. The yield is 0.620. (3) The reactants are [Cl-].O[NH3+:3].[C:4](=[O:7])([O-])[OH:5].[Na+].CS(C)=O.[CH3:13][C:14]1[N:15]([C:39]2[CH:44]=[CH:43][C:42]([O:45][C:46]3[CH:51]=[CH:50][CH:49]=[CH:48][CH:47]=3)=[CH:41][CH:40]=2)[C:16](=[O:38])[C:17]([CH2:23][C:24]2[CH:29]=[CH:28][C:27]([C:30]3[C:31]([C:36]#[N:37])=[CH:32][CH:33]=[CH:34][CH:35]=3)=[CH:26][CH:25]=2)=[C:18]([CH2:20][CH2:21][CH3:22])[N:19]=1. The catalyst is O.C(OCC)(=O)C. The product is [CH3:13][C:14]1[N:15]([C:39]2[CH:40]=[CH:41][C:42]([O:45][C:46]3[CH:51]=[CH:50][CH:49]=[CH:48][CH:47]=3)=[CH:43][CH:44]=2)[C:16](=[O:38])[C:17]([CH2:23][C:24]2[CH:25]=[CH:26][C:27]([C:30]3[CH:35]=[CH:34][CH:33]=[CH:32][C:31]=3[C:36]3[NH:3][C:4](=[O:7])[O:5][N:37]=3)=[CH:28][CH:29]=2)=[C:18]([CH2:20][CH2:21][CH3:22])[N:19]=1. The yield is 0.750. (4) The reactants are [F:1][C:2]([F:33])([F:32])[C:3]([C:28]([F:31])([F:30])[F:29])([OH:27])[C:4]#[C:5][CH2:6][C@@:7]([C@@H:16]1[C@:24]2([CH3:25])[C@H:19]([C@@H:20]([OH:26])[CH2:21][CH2:22][CH2:23]2)[CH2:18][CH2:17]1)([CH3:15])[CH2:8][CH2:9][CH2:10][C:11]([CH3:14])([OH:13])[CH3:12].N1C2C(=CC=CC=2)C=CC=1.[H][H]. The catalyst is C(O)C.[Pd].C([O-])([O-])=O.[Ca+2].C(OCC)(=O)C.CCCCCC. The product is [F:1][C:2]([F:32])([F:33])[C:3]([C:28]([F:29])([F:30])[F:31])([OH:27])/[CH:4]=[CH:5]\[CH2:6][C@@:7]([C@@H:16]1[C@:24]2([CH3:25])[C@H:19]([C@@H:20]([OH:26])[CH2:21][CH2:22][CH2:23]2)[CH2:18][CH2:17]1)([CH3:15])[CH2:8][CH2:9][CH2:10][C:11]([CH3:14])([OH:13])[CH3:12]. The yield is 0.940.